From a dataset of Catalyst prediction with 721,799 reactions and 888 catalyst types from USPTO. Predict which catalyst facilitates the given reaction. Reactant: [F:1][C:2]1[CH:7]=[CH:6][C:5]([SH:8])=[CH:4][CH:3]=1.[OH-].[Na+].[C:11]([C:13]1[CH:18]=[CH:17][C:16]([NH:19][C:20]([C:22]2([CH3:25])[CH2:24][O:23]2)=[O:21])=[CH:15][C:14]=1[C:26]([F:29])([F:28])[F:27])#[N:12].Cl. Product: [C:11]([C:13]1[CH:18]=[CH:17][C:16]([NH:19][C:20](=[O:21])[C:22]([OH:23])([CH3:25])[CH2:24][S:8][C:5]2[CH:6]=[CH:7][C:2]([F:1])=[CH:3][CH:4]=2)=[CH:15][C:14]=1[C:26]([F:27])([F:29])[F:28])#[N:12]. The catalyst class is: 24.